From a dataset of Reaction yield outcomes from USPTO patents with 853,638 reactions. Predict the reaction yield, written as a fraction of the theoretical maximum amount of product (1.0 means a 100% yield; for example, 0.34 means a 34% yield). (1) The reactants are [Mg].II.Br[CH2:5][CH2:6][CH:7]([CH3:9])[CH3:8].CON(C)[C:13]([C:15]1[CH:19]=[CH:18][S:17][CH:16]=1)=[O:14]. The catalyst is C(OCC)C. The product is [CH3:8][CH:7]([CH3:9])[CH2:6][CH2:5][C:13]([C:15]1[CH:19]=[CH:18][S:17][CH:16]=1)=[O:14]. The yield is 0.190. (2) The reactants are [OH:1][C:2]1[CH:9]=[CH:8][C:5]([C:6]#[N:7])=[CH:4][CH:3]=1.O[CH2:11][CH2:12][CH2:13][CH2:14][CH2:15][CH2:16][O:17][C:18]1[C:27]2[C:22](=[CH:23][CH:24]=[CH:25][CH:26]=2)[C:21](=[O:28])[C:20](=[O:29])[CH:19]=1.C1C=CC(P(C2C=CC=CC=2)C2C=CC=CC=2)=CC=1.CCOC(/N=N/C(OCC)=O)=O. The catalyst is O1CCOCC1. The product is [C:6]([C:5]1[CH:8]=[CH:9][C:2]([O:1][CH2:11][CH2:12][CH2:13][CH2:14][CH2:15][CH2:16][O:17][C:18]2[C:27]3[C:22](=[CH:23][CH:24]=[CH:25][CH:26]=3)[C:21](=[O:28])[C:20](=[O:29])[CH:19]=2)=[CH:3][CH:4]=1)#[N:7]. The yield is 0.530. (3) The reactants are [CH3:1][O:2][C:3]([CH:5]1[CH2:10][CH2:9][CH:8]([C:11]#[N:12])[CH2:7][CH2:6]1)=[O:4].[OH:13][NH2:14].C(N(CC)CC)C.Cl.ON. The catalyst is CS(C)=O. The product is [CH3:1][O:2][C:3]([CH:5]1[CH2:10][CH2:9][CH:8]([C:11](=[NH:12])[NH:14][OH:13])[CH2:7][CH2:6]1)=[O:4]. The yield is 0.600. (4) The reactants are [C:1]([C:3]1[CH:23]=[CH:22][C:6]([CH2:7][N:8]2[CH:17]=[CH:16][C:15]3[C:10](=[CH:11][C:12]([C:18]([OH:20])=O)=[CH:13][CH:14]=3)[C:9]2=[O:21])=[CH:5][CH:4]=1)#[N:2].[CH3:24][O:25][C:26]1[CH:27]=[C:28]([CH:31]=[CH:32][CH:33]=1)[CH2:29][NH2:30]. The product is [CH3:24][O:25][C:26]1[CH:27]=[C:28]([CH:31]=[CH:32][CH:33]=1)[CH2:29][NH:30][C:18]([C:12]1[CH:11]=[C:10]2[C:15]([CH:16]=[CH:17][N:8]([CH2:7][C:6]3[CH:5]=[CH:4][C:3]([C:1]#[N:2])=[CH:23][CH:22]=3)[C:9]2=[O:21])=[CH:14][CH:13]=1)=[O:20]. No catalyst specified. The yield is 0.438. (5) The catalyst is CCO.C(Cl)Cl. The reactants are [CH3:1][C:2]1[C:6]([C:7]2[C:8]([C:15]3[CH:20]=[CH:19][C:18]([O:21]C)=[CH:17][CH:16]=3)=[N:9][N:10]([CH3:14])[C:11]=2[CH:12]=O)=[C:5]([CH3:23])ON=1.Cl.[NH2:25][OH:26].N1C=CC=C[CH:28]=1.[OH2:33]. The product is [CH3:1][C:2]1[O:33][CH:28]=[C:5]([CH3:23])[C:6]=1[C:7]1[C:8]([C:15]2[CH:20]=[CH:19][C:18]([OH:21])=[CH:17][CH:16]=2)=[N:9][N:10]([CH3:14])[C:11]=1[CH:12]=[N:25][OH:26]. The yield is 0.300.